From a dataset of Orexin1 receptor HTS with 218,158 compounds and 233 confirmed actives. Binary Classification. Given a drug SMILES string, predict its activity (active/inactive) in a high-throughput screening assay against a specified biological target. (1) The compound is O=C/1N(CC=C)C(=O)NC(=O)C1=C\c1[nH]ccc1. The result is 0 (inactive). (2) The molecule is Clc1c(C(=O)COC(=O)c2ccc(NC(=O)CCC(O)=O)cc2)ccc(Cl)c1. The result is 0 (inactive). (3) The drug is O=C(Nc1cccnc1)C=1C(n2[nH]nnc2=NC1C)c1ccncc1. The result is 0 (inactive). (4) The compound is O(CC(=O)NC1CCCCCC1)c1c(c(ccc1)C)C. The result is 0 (inactive). (5) The molecule is S(c1n(c(nn1)Cc1[nH]c(=O)[nH]c(=O)c1)c1ccc(OCC)cc1)CC. The result is 0 (inactive). (6) The compound is S(=O)(=O)(N(c1ccc(C(=O)NCC2OCCC2)cc1)C)C. The result is 0 (inactive).